The task is: Predict which catalyst facilitates the given reaction.. This data is from Catalyst prediction with 721,799 reactions and 888 catalyst types from USPTO. (1) Reactant: [N+:1]([CH2:4][CH:5]([C:12]1[CH:16]=[CH:15][S:14][CH:13]=1)[CH2:6][C:7]([O:9]CC)=[O:8])([O-:3])=[O:2].[OH-].[Na+].Cl. Product: [N+:1]([CH2:4][CH:5]([C:12]1[CH:16]=[CH:15][S:14][CH:13]=1)[CH2:6][C:7]([OH:9])=[O:8])([O-:3])=[O:2]. The catalyst class is: 5. (2) Reactant: CS(O[CH2:6][C:7]1([N:20]2[C:24]([NH2:25])=[C:23]([C:26]#[N:27])[C:22]([C:28]3[CH:33]=[CH:32][C:31]([O:34][C:35]4[CH:40]=[CH:39][CH:38]=[CH:37][CH:36]=4)=[CH:30][CH:29]=3)=[N:21]2)[CH2:12][CH2:11][N:10]([CH2:13][C:14]2[CH:19]=[CH:18][CH:17]=[CH:16][CH:15]=2)[CH2:9][CH2:8]1)(=O)=O.C([O-])([O-])=O.[Cs+].[Cs+]. Product: [CH2:13]([N:10]1[CH2:11][CH2:12][C:7]2([N:20]3[N:21]=[C:22]([C:28]4[CH:33]=[CH:32][C:31]([O:34][C:35]5[CH:40]=[CH:39][CH:38]=[CH:37][CH:36]=5)=[CH:30][CH:29]=4)[C:23]([C:26]#[N:27])=[C:24]3[NH:25][CH2:6]2)[CH2:8][CH2:9]1)[C:14]1[CH:15]=[CH:16][CH:17]=[CH:18][CH:19]=1. The catalyst class is: 3.